Dataset: Forward reaction prediction with 1.9M reactions from USPTO patents (1976-2016). Task: Predict the product of the given reaction. (1) Given the reactants Cl.[Cl:2][C:3]1[CH:8]=[CH:7][C:6]([NH:9][OH:10])=[CH:5][C:4]=1[C:11]([F:14])([F:13])[F:12].[NH2:15][C:16]1[CH:24]=[CH:23][CH:22]=[C:21]2[C:17]=1[CH:18]=[CH:19][NH:20]2.[C:25](OC(OC(C)(C)C)=O)(OC(C)(C)C)=[O:26].F[C:41]1[CH:46]=[CH:45][C:44]([N+:47]([O-])=O)=[CH:43][CH:42]=1, predict the reaction product. The product is: [ClH:2].[NH2:15][C:16]1[CH:24]=[CH:23][CH:22]=[C:21]2[C:17]=1[CH:18]=[CH:19][N:20]2[C:41]1[CH:46]=[CH:45][C:44]([NH:47][C:25]([N:9]([C:6]2[CH:7]=[CH:8][C:3]([Cl:2])=[C:4]([C:11]([F:12])([F:13])[F:14])[CH:5]=2)[OH:10])=[O:26])=[CH:43][CH:42]=1. (2) The product is: [F:1][C:2]1[CH:3]=[C:4]([C:8]2[CH:9]=[CH:10][C:11]([C:14]([NH:16][C@H:17]3[CH2:21][CH2:20][C@@H:19]([C:22](=[O:24])[NH:25][CH2:26][CH2:27][O:28][CH3:29])[CH2:18]3)=[O:15])=[CH:12][N:13]=2)[CH:5]=[CH:6][CH:7]=1. Given the reactants [F:1][C:2]1[CH:3]=[C:4]([C:8]2[N:13]=[CH:12][C:11]([C:14]([NH:16][C@H:17]3[CH2:21][CH2:20][C@@H:19]([C:22]([OH:24])=O)[CH2:18]3)=[O:15])=[CH:10][CH:9]=2)[CH:5]=[CH:6][CH:7]=1.[NH2:25][CH2:26][CH2:27][O:28][CH3:29], predict the reaction product. (3) Given the reactants [CH:1]([C:4]1[CH:5]=[C:6]2[C:15]3[N:10]4[C:11](=[CH:17][N:18]=[C:9]4[C:8]4[CH:19]=[C:20]([OH:23])[CH:21]=[CH:22][C:7]2=4)[CH2:12][CH2:13][C:14]=3[CH:16]=1)([CH3:3])[CH3:2].Br[C:25]1[CH:37]=[CH:36][C:35]2[C:34]3[C:29](=[CH:30][CH:31]=[CH:32][CH:33]=3)[N:28]([C:38]3[CH:43]=[C:42]([CH:44]([CH3:46])[CH3:45])[CH:41]=[CH:40][N:39]=3)[C:27]=2[CH:26]=1.P([O-])([O-])([O-])=O.[K+].[K+].[K+].N1C=CC=CC=1C(O)=O, predict the reaction product. The product is: [CH:1]([C:4]1[CH:5]=[C:6]2[C:15]3[N:10]4[C:11](=[CH:17][N:18]=[C:9]4[C:8]4[CH:19]=[C:20]([O:23][C:25]5[CH:37]=[CH:36][C:35]6[C:34]7[C:29](=[CH:30][CH:31]=[CH:32][CH:33]=7)[N:28]([C:38]7[CH:43]=[C:42]([CH:44]([CH3:46])[CH3:45])[CH:41]=[CH:40][N:39]=7)[C:27]=6[CH:26]=5)[CH:21]=[CH:22][C:7]2=4)[CH2:12][CH2:13][C:14]=3[CH:16]=1)([CH3:3])[CH3:2]. (4) Given the reactants [CH:1]1([C:6]2[C:7]([O:15][CH2:16][C:17]([F:20])([F:19])[F:18])=[N:8][CH:9]=[C:10]([CH:14]=2)[C:11]([OH:13])=O)[CH2:5][CH2:4][CH2:3][CH2:2]1.[CH3:21][O:22][C:23]1[CH:27]=[C:26]([CH2:28][NH2:29])[O:25][N:24]=1, predict the reaction product. The product is: [CH:1]1([C:6]2[C:7]([O:15][CH2:16][C:17]([F:20])([F:19])[F:18])=[N:8][CH:9]=[C:10]([CH:14]=2)[C:11]([NH:29][CH2:28][C:26]2[O:25][N:24]=[C:23]([O:22][CH3:21])[CH:27]=2)=[O:13])[CH2:2][CH2:3][CH2:4][CH2:5]1. (5) The product is: [NH:20]1[CH:21]=[C:17]([C:7]23[CH2:6][CH2:5][C:4](=[O:3])[CH:15]2[C:14]2[CH:13]=[CH:12][CH:11]=[CH:10][C:9]=2[CH2:8]3)[N:18]=[CH:19]1. Given the reactants C([O:3][C:4](=O)[CH2:5][CH2:6][C:7]1([C:17]2[N:18]=[CH:19][NH:20][CH:21]=2)[CH2:15][C:14]2[C:9](=[CH:10][CH:11]=[CH:12][CH:13]=2)[C:8]1=O)C, predict the reaction product.